The task is: Predict the reactants needed to synthesize the given product.. This data is from Full USPTO retrosynthesis dataset with 1.9M reactions from patents (1976-2016). (1) Given the product [CH2:19]([N:4]1[C:5](=[O:10])[C:6]([CH3:8])([CH3:9])[NH:7][C:2]([CH3:12])([CH3:1])[C:3]1=[O:11])[C:18]#[CH:17], predict the reactants needed to synthesize it. The reactants are: [CH3:1][C:2]1([CH3:12])[NH:7][C:6]([CH3:9])([CH3:8])[C:5](=[O:10])[NH:4][C:3]1=[O:11].[H-].[Na+].[H][H].[CH2:17](Br)[C:18]#[CH:19]. (2) The reactants are: Cl.[CH3:2][N:3]([CH3:11])[C:4](=[O:10])[C@H:5]([C@@H:7]([CH3:9])[OH:8])[NH2:6].C(N(CC)CC)C.S=[C:20]1[CH2:24][S:23][C:22](=[O:25])[NH:21]1. Given the product [CH3:2][N:3]([CH3:11])[C:4](=[O:10])[C@H:5]([C@@H:7]([CH3:9])[OH:8])[NH:6][C:20]1[CH2:24][S:23][C:22](=[O:25])[N:21]=1, predict the reactants needed to synthesize it. (3) Given the product [CH:1]1([CH2:7][N:8]2[C:12]3[CH:13]=[CH:14][CH:15]=[CH:16][C:11]=3[N:10]=[C:9]2[C:17]2[CH:22]=[CH:21][CH:20]=[CH:19][C:18]=2[C:37]#[C:36][C:38]2[CH:45]=[CH:44][C:41]([C:42]#[N:43])=[CH:40][CH:39]=2)[CH2:2][CH2:3][CH2:4][CH2:5][CH2:6]1, predict the reactants needed to synthesize it. The reactants are: [CH:1]1([CH2:7][N:8]2[C:12]3[CH:13]=[CH:14][CH:15]=[CH:16][C:11]=3[N:10]=[C:9]2[C:17]2[CH:22]=[CH:21][CH:20]=[CH:19][C:18]=2CCC2C=CC(OCC(O)=O)=CC=2)[CH2:6][CH2:5][CH2:4][CH2:3][CH2:2]1.[C:36]([C:38]1[CH:45]=[CH:44][C:41]([C:42]#[N:43])=[CH:40][CH:39]=1)#[CH:37]. (4) Given the product [CH3:15][O:16][C:17]([C:18]1[C:3]([C:4]2[CH:9]=[CH:8][CH:7]=[C:6]([C:10]([F:13])([F:12])[F:11])[CH:5]=2)=[N:2][O:1][C:19]=1[NH2:20])=[O:21], predict the reactants needed to synthesize it. The reactants are: [OH:1][N:2]=[C:3](Cl)[C:4]1[CH:9]=[CH:8][CH:7]=[C:6]([C:10]([F:13])([F:12])[F:11])[CH:5]=1.[CH3:15][O:16][C:17](=[O:21])[CH2:18][C:19]#[N:20].C[O-].[Na+].